Task: Predict the reactants needed to synthesize the given product.. Dataset: Full USPTO retrosynthesis dataset with 1.9M reactions from patents (1976-2016) (1) Given the product [CH3:17][O:16][C:13]1[CH:14]=[CH:15][C:3]2[CH:1]=[C:6]([C:7]([O:9][CH2:10][CH3:11])=[O:8])[O:5][C:4]=2[CH:12]=1, predict the reactants needed to synthesize it. The reactants are: [CH:1]([C:3]1[CH:15]=[CH:14][C:13]([O:16][CH3:17])=[CH:12][C:4]=1[O:5][CH2:6][C:7]([O:9][CH2:10][CH3:11])=[O:8])=O.C1CCN2C(=NCCC2)CC1.CO. (2) Given the product [C:1]([O:5][C:6]([NH:8][C@H:9]1[CH2:10][C@@H:11]([CH2:25][OH:26])[CH2:12][N:13]([C:15]([O:17][CH2:18][C:19]2[CH:20]=[CH:21][CH:22]=[CH:23][CH:24]=2)=[O:16])[CH2:14]1)=[O:7])([CH3:4])([CH3:2])[CH3:3], predict the reactants needed to synthesize it. The reactants are: [C:1]([O:5][C:6]([NH:8][C@H:9]1[CH2:14][N:13]([C:15]([O:17][CH2:18][C:19]2[CH:24]=[CH:23][CH:22]=[CH:21][CH:20]=2)=[O:16])[CH2:12][C@@H:11]([C:25](OC)=[O:26])[CH2:10]1)=[O:7])([CH3:4])([CH3:3])[CH3:2].[Li+].[Cl-].[BH4-].[Na+].C(O)(=O)CC(CC(O)=O)(C(O)=O)O. (3) The reactants are: C(O[C:4]([C:6]1[O:7][C:8]2[CH:15]=[CH:14][C:13]([C:16](=[O:18])[CH3:17])=[C:12]([OH:19])[C:9]=2[C:10]=1[CH3:11])=[O:5])C.CCN=C=NCCCN(C)C.[CH3:31][O:32][C:33](=[O:55])[C@@H:34]([NH:38][S:39]([C:42]1[CH:47]=[CH:46][C:45]([C:48]2[CH:53]=[CH:52][C:51]([NH2:54])=[CH:50][CH:49]=2)=[CH:44][CH:43]=1)(=[O:41])=[O:40])[CH:35]([CH3:37])[CH3:36].CN(C=O)C. Given the product [CH3:31][O:32][C:33](=[O:55])[C@@H:34]([NH:38][S:39]([C:42]1[CH:47]=[CH:46][C:45]([C:48]2[CH:49]=[CH:50][C:51]([NH:54][C:4]([C:6]3[O:7][C:8]4[CH:15]=[CH:14][C:13]([C:16](=[O:18])[CH3:17])=[C:12]([OH:19])[C:9]=4[C:10]=3[CH3:11])=[O:5])=[CH:52][CH:53]=2)=[CH:44][CH:43]=1)(=[O:41])=[O:40])[CH:35]([CH3:37])[CH3:36], predict the reactants needed to synthesize it. (4) Given the product [CH:1]([CH:4]1[CH:8]2[CH:9]3[CH:14]([CH:5]1[CH2:6][CH2:7]2)[CH2:13][CH2:12][CH2:11][CH:10]3[NH2:15])([CH3:3])[CH3:2], predict the reactants needed to synthesize it. The reactants are: [CH:1]([CH:4]1[CH:8]2[C:9]3[C:10]([NH2:15])=[CH:11][CH:12]=[CH:13][C:14]=3[CH:5]1[CH2:6][CH2:7]2)([CH3:3])[CH3:2].[H][H].